Task: Predict the product of the given reaction.. Dataset: Forward reaction prediction with 1.9M reactions from USPTO patents (1976-2016) (1) Given the reactants Cl[C:2]1[N:3]=[C:4]2[CH:18]=[C:17]([Cl:19])[CH:16]=[N:15][C:5]2=[N:6][C:7]=1[N:8]1[CH2:13][CH2:12][N:11]([CH3:14])[CH2:10][CH2:9]1.[CH2:20]([O:22][CH:23]([O:26][CH2:27][CH3:28])[CH2:24][NH2:25])[CH3:21], predict the reaction product. The product is: [Cl:19][C:17]1[CH:16]=[N:15][C:5]2=[N:6][C:7]([N:8]3[CH2:13][CH2:12][N:11]([CH3:14])[CH2:10][CH2:9]3)=[C:2]([NH:25][CH2:24][CH:23]([O:26][CH2:27][CH3:28])[O:22][CH2:20][CH3:21])[N:3]=[C:4]2[CH:18]=1. (2) Given the reactants C(OC([N:8]1[CH2:14][CH2:13][C:12]2[C:15]([CH2:20][S:21][C:22]3[S:26][C:25]([NH:27][CH2:28][CH:29]4[CH2:31][CH2:30]4)=[N:24][CH:23]=3)=[C:16]([Cl:19])[CH:17]=[CH:18][C:11]=2[CH2:10][CH2:9]1)=O)(C)(C)C.FC(F)(F)C(O)=O, predict the reaction product. The product is: [Cl:19][C:16]1[CH:17]=[CH:18][C:11]2[CH2:10][CH2:9][NH:8][CH2:14][CH2:13][C:12]=2[C:15]=1[CH2:20][S:21][C:22]1[S:26][C:25]([NH:27][CH2:28][CH:29]2[CH2:31][CH2:30]2)=[N:24][CH:23]=1.